From a dataset of Reaction yield outcomes from USPTO patents with 853,638 reactions. Predict the reaction yield, written as a fraction of the theoretical maximum amount of product (1.0 means a 100% yield; for example, 0.34 means a 34% yield). (1) The reactants are [Cl:1][C:2]1[CH:7]=[CH:6][C:5]([N+:8]([O-])=[O:9])=[CH:4][C:3]=1[C:11]([F:14])([F:13])[F:12].[Cl-].[NH4+]. The catalyst is C(O)C.O.[Zn]. The product is [ClH:1].[Cl:1][C:2]1[CH:7]=[CH:6][C:5]([NH:8][OH:9])=[CH:4][C:3]=1[C:11]([F:12])([F:13])[F:14]. The yield is 0.630. (2) The reactants are [P:1]([O:19][C:20]1[CH:25]=[C:24]([O:26]CC2C=CC=CC=2)[C:23]([C:34]2[N:38]([C:39]3[CH:40]=[N:41][C:42]([N:45]4[CH2:50][CH2:49][O:48][CH2:47][CH2:46]4)=[CH:43][CH:44]=3)[C:37]([OH:51])=[N:36][N:35]=2)=[CH:22][C:21]=1[CH:52]([CH3:54])[CH3:53])([O:11]CC1C=CC=CC=1)([O:3]CC1C=CC=CC=1)=[O:2]. The catalyst is CO.[Pd]. The product is [P:1]([OH:3])([OH:11])([O:19][C:20]1[CH:25]=[C:24]([OH:26])[C:23]([C:34]2[N:38]([C:39]3[CH:40]=[N:41][C:42]([N:45]4[CH2:50][CH2:49][O:48][CH2:47][CH2:46]4)=[CH:43][CH:44]=3)[C:37]([OH:51])=[N:36][N:35]=2)=[CH:22][C:21]=1[CH:52]([CH3:54])[CH3:53])=[O:2]. The yield is 0.810. (3) The reactants are [CH2:1]([O:8][CH2:9][CH2:10][CH2:11][CH2:12][C:13]([NH:15][NH2:16])=[O:14])[C:2]1[CH:7]=[CH:6][CH:5]=[CH:4][CH:3]=1.Cl[C:18](=[O:24])[C:19]([O:21][CH2:22][CH3:23])=[O:20]. The catalyst is C(Cl)Cl. The product is [CH2:1]([O:8][CH2:9][CH2:10][CH2:11][CH2:12][C:13]([NH:15][NH:16][C:18](=[O:24])[C:19]([O:21][CH2:22][CH3:23])=[O:20])=[O:14])[C:2]1[CH:7]=[CH:6][CH:5]=[CH:4][CH:3]=1. The yield is 1.00. (4) The reactants are [CH3:1][C:2]1[C:7]([B:8]2[O:16][C:13]([CH3:15])([CH3:14])[C:10]([CH3:12])([CH3:11])[O:9]2)=[CH:6][C:5]([C:17]([F:20])([F:19])[F:18])=[CH:4][CH:3]=1.C1C(=O)N([Br:28])C(=O)C1.C1(=O)NC(=O)CC1. The catalyst is CC(N=NC(C#N)(C)C)(C#N)C.C(Cl)(Cl)(Cl)Cl. The product is [Br:28][CH2:1][C:2]1[C:7]([B:8]2[O:16][C:13]([CH3:15])([CH3:14])[C:10]([CH3:11])([CH3:12])[O:9]2)=[CH:6][C:5]([C:17]([F:19])([F:18])[F:20])=[CH:4][CH:3]=1. The yield is 0.950. (5) The reactants are [Cl:1][C:2]1[CH:26]=[CH:25][C:5]([O:6][C:7]([N:9]([CH3:24])[C@H:10]2[CH2:15][CH2:14][C@H:13]([C:16]#[C:17][CH2:18]OS(C)(=O)=O)[CH2:12][CH2:11]2)=[O:8])=[CH:4][CH:3]=1.[CH2:27]([NH:29][CH2:30][CH2:31][O:32][CH3:33])[CH3:28]. The catalyst is CO. The product is [Cl:1][C:2]1[CH:26]=[CH:25][C:5]([O:6][C:7](=[O:8])[N:9]([C@H:10]2[CH2:15][CH2:14][C@H:13]([C:16]#[C:17][CH2:18][N:29]([CH2:27][CH3:28])[CH2:30][CH2:31][O:32][CH3:33])[CH2:12][CH2:11]2)[CH3:24])=[CH:4][CH:3]=1. The yield is 0.830.